This data is from NCI-60 drug combinations with 297,098 pairs across 59 cell lines. The task is: Regression. Given two drug SMILES strings and cell line genomic features, predict the synergy score measuring deviation from expected non-interaction effect. (1) Drug 1: CCC1(CC2CC(C3=C(CCN(C2)C1)C4=CC=CC=C4N3)(C5=C(C=C6C(=C5)C78CCN9C7C(C=CC9)(C(C(C8N6C)(C(=O)OC)O)OC(=O)C)CC)OC)C(=O)OC)O.OS(=O)(=O)O. Drug 2: CC12CCC3C(C1CCC2O)C(CC4=C3C=CC(=C4)O)CCCCCCCCCS(=O)CCCC(C(F)(F)F)(F)F. Cell line: DU-145. Synergy scores: CSS=2.08, Synergy_ZIP=-2.38, Synergy_Bliss=-6.73, Synergy_Loewe=-2.18, Synergy_HSA=-4.57. (2) Drug 1: C1=NC2=C(N1)C(=S)N=C(N2)N. Drug 2: CC1=C(C=C(C=C1)NC(=O)C2=CC=C(C=C2)CN3CCN(CC3)C)NC4=NC=CC(=N4)C5=CN=CC=C5. Cell line: SN12C. Synergy scores: CSS=18.5, Synergy_ZIP=-1.99, Synergy_Bliss=3.65, Synergy_Loewe=-8.31, Synergy_HSA=-1.98. (3) Drug 1: CCC1=CC2CC(C3=C(CN(C2)C1)C4=CC=CC=C4N3)(C5=C(C=C6C(=C5)C78CCN9C7C(C=CC9)(C(C(C8N6C)(C(=O)OC)O)OC(=O)C)CC)OC)C(=O)OC.C(C(C(=O)O)O)(C(=O)O)O. Drug 2: CC1OCC2C(O1)C(C(C(O2)OC3C4COC(=O)C4C(C5=CC6=C(C=C35)OCO6)C7=CC(=C(C(=C7)OC)O)OC)O)O. Cell line: NCIH23. Synergy scores: CSS=64.5, Synergy_ZIP=-2.55, Synergy_Bliss=-3.63, Synergy_Loewe=-3.16, Synergy_HSA=0.0517.